This data is from Full USPTO retrosynthesis dataset with 1.9M reactions from patents (1976-2016). The task is: Predict the reactants needed to synthesize the given product. (1) Given the product [BrH:14].[CH3:1][O:2][C:3](=[O:13])[C:4](=[O:12])[CH:5]([Br:14])[C:6]1[CH:7]=[N:8][CH:9]=[CH:10][CH:11]=1, predict the reactants needed to synthesize it. The reactants are: [CH3:1][O:2][C:3](=[O:13])[C:4]([OH:12])=[CH:5][C:6]1[CH:7]=[N:8][CH:9]=[CH:10][CH:11]=1.[Br:14]Br.CO. (2) Given the product [Cl:1][C:2]1[N:3]=[N:4][C:5]([NH:16][CH:14]2[CH2:15][C:10]([CH3:19])([CH3:9])[NH:11][C:12]([CH3:18])([CH3:17])[CH2:13]2)=[CH:6][CH:7]=1, predict the reactants needed to synthesize it. The reactants are: [Cl:1][C:2]1[N:3]=[N:4][C:5](Cl)=[CH:6][CH:7]=1.[CH3:9][C:10]1([CH3:19])[CH2:15][CH:14]([NH2:16])[CH2:13][C:12]([CH3:18])([CH3:17])[NH:11]1. (3) Given the product [CH3:21][C:2]1([CH3:1])[O:6][CH:5]([CH2:7][O:8][C:9]2[CH:14]=[CH:13][N:12]3[C:15]([C:18]([NH:38][C:36]4[CH:35]=[CH:34][CH:33]=[C:32]5[C:37]=4[C:29]([CH3:28])=[N:30][N:31]5[CH2:39][C:40]4[CH:45]=[CH:44][CH:43]=[C:42]([CH3:46])[N:41]=4)=[O:20])=[CH:16][N:17]=[C:11]3[CH:10]=2)[CH2:4][O:3]1, predict the reactants needed to synthesize it. The reactants are: [CH3:1][C:2]1([CH3:21])[O:6][CH:5]([CH2:7][O:8][C:9]2[CH:14]=[CH:13][N:12]3[C:15]([C:18]([OH:20])=O)=[CH:16][N:17]=[C:11]3[CH:10]=2)[CH2:4][O:3]1.C(Cl)(=O)C(Cl)=O.[CH3:28][C:29]1[C:37]2[C:36]([NH2:38])=[CH:35][CH:34]=[CH:33][C:32]=2[N:31]([CH2:39][C:40]2[CH:45]=[CH:44][CH:43]=[C:42]([CH3:46])[N:41]=2)[N:30]=1.C(N(C(C)C)CC)(C)C. (4) Given the product [Cl:35][C:34]1[C:26]([Cl:25])=[CH:27][C:28]([NH:36][S:37]([C:40]2[C:41]3[N:42]=[CH:43][CH:44]=[N:45][C:46]=3[CH:47]=[CH:48][CH:49]=2)(=[O:38])=[O:39])=[C:29]([C:30]([N:50]2[CH2:55][CH2:54][O:53][CH2:52][CH2:51]2)=[O:32])[CH:33]=1, predict the reactants needed to synthesize it. The reactants are: CN(C(ON1N=NC2C=CC=NC1=2)=[N+](C)C)C.F[P-](F)(F)(F)(F)F.[Cl:25][C:26]1[C:34]([Cl:35])=[CH:33][C:29]([C:30]([OH:32])=O)=[C:28]([NH:36][S:37]([C:40]2[C:41]3[N:42]=[CH:43][CH:44]=[N:45][C:46]=3[CH:47]=[CH:48][CH:49]=2)(=[O:39])=[O:38])[CH:27]=1.[NH:50]1[CH2:55][CH2:54][O:53][CH2:52][CH2:51]1. (5) Given the product [CH2:2]([O:9][NH:10][C:18](=[O:19])[O:20][C:21]1[CH:26]=[CH:25][CH:24]=[CH:23][CH:22]=1)[C:3]1[CH:8]=[CH:7][CH:6]=[CH:5][CH:4]=1, predict the reactants needed to synthesize it. The reactants are: Cl.[CH2:2]([O:9][NH2:10])[C:3]1[CH:8]=[CH:7][CH:6]=[CH:5][CH:4]=1.N1C=CC=CC=1.Cl[C:18]([O:20][C:21]1[CH:26]=[CH:25][CH:24]=[CH:23][CH:22]=1)=[O:19]. (6) The reactants are: [CH3:1][C:2]1([CH3:15])[CH2:7][CH2:6][CH:5]([C:8]2[CH:13]=[CH:12][C:11]([OH:14])=[CH:10][CH:9]=2)[CH2:4][CH2:3]1.S(Cl)([Cl:19])(=O)=O.C(=O)(O)[O-].[Na+]. Given the product [Cl:19][C:12]1[CH:13]=[C:8]([CH:5]2[CH2:6][CH2:7][C:2]([CH3:15])([CH3:1])[CH2:3][CH2:4]2)[CH:9]=[CH:10][C:11]=1[OH:14], predict the reactants needed to synthesize it.